Dataset: Catalyst prediction with 721,799 reactions and 888 catalyst types from USPTO. Task: Predict which catalyst facilitates the given reaction. (1) Reactant: [CH3:1][O:2][CH2:3][CH2:4][O:5][CH2:6][CH2:7][O:8][CH2:9][CH2:10][O:11][CH2:12][CH2:13]O.C1C(=O)N([O:22][C:23]([O:25][N:26]2[C:31](=[O:32])[CH2:30][CH2:29][C:27]2=[O:28])=[O:24])C(=O)C1.C(N(CC)CC)C.C(OCC)(=O)C.CO. Product: [CH3:1][O:2][CH2:3][CH2:4][O:5][CH2:6][CH2:7][O:8][CH2:9][CH2:10][O:11][CH2:12][CH2:13][O:22][C:23](=[O:24])[O:25][N:26]1[C:27](=[O:28])[CH2:29][CH2:30][C:31]1=[O:32]. The catalyst class is: 10. (2) Reactant: [Br:1][C:2]1[CH:3]=[C:4]2[C:12](=[CH:13][CH:14]=1)[C:7]1([CH2:11][CH2:10][NH:9][CH2:8]1)[CH2:6][CH2:5]2.C([O-])([O-])=O.[K+].[K+].[Na+].[I-].O.[Cl:24][CH2:25][CH2:26][CH2:27][S:28][C:29]1[N:33]=[C:32]([C:34]2[O:38][CH:37]=[N:36][C:35]=2[CH3:39])[NH:31][N:30]=1. Product: [ClH:24].[Br:1][C:2]1[CH:3]=[C:4]2[C:12](=[CH:13][CH:14]=1)[C:7]1([CH2:11][CH2:10][N:9]([CH2:25][CH2:26][CH2:27][S:28][C:29]3[NH:30][N:31]=[C:32]([C:34]4[O:38][CH:37]=[N:36][C:35]=4[CH3:39])[N:33]=3)[CH2:8]1)[CH2:6][CH2:5]2. The catalyst class is: 3. (3) Reactant: [CH3:1][O:2][C:3](=[O:14])[C:4]1[C:9]([Cl:10])=[CH:8][CH:7]=[C:6]([CH:11]=O)[C:5]=1[F:13].[NH2:15][OH:16]. Product: [CH3:1][O:2][C:3](=[O:14])[C:4]1[C:9]([Cl:10])=[CH:8][CH:7]=[C:6]([CH:11]=[N:15][OH:16])[C:5]=1[F:13]. The catalyst class is: 8. (4) Reactant: [CH2:1]([O:3][C:4](=[O:28])[NH:5][C:6]1[CH:11]=[CH:10][CH:9]=[C:8]([CH:12]([C:14]2[C:19](=[O:20])[CH:18]=[CH:17][N:16]([C:21]3[CH:26]=[CH:25][C:24](Cl)=[CH:23][CH:22]=3)[N:15]=2)F)[CH:7]=1)[CH3:2].CC(N(C)C)=O. Product: [O:20]=[C:19]1[CH:18]=[CH:17][N:16]([C:21]2[CH:26]=[CH:25][CH:24]=[CH:23][CH:22]=2)[N:15]=[C:14]1[CH2:12][C:8]1[CH:7]=[C:6]([NH:5][C:4](=[O:28])[O:3][CH2:1][CH3:2])[CH:11]=[CH:10][CH:9]=1. The catalyst class is: 19. (5) Reactant: [CH2:1]([N:8]1[C:12]2[CH2:13][CH:14]([OH:16])[CH2:15][C:11]=2[C:10]([C:17]#[N:18])=[N:9]1)[C:2]1[CH:7]=[CH:6][CH:5]=[CH:4][CH:3]=1.[H-].[Na+].[CH2:21](Br)[CH2:22][CH3:23]. Product: [CH2:1]([N:8]1[C:12]2[CH2:13][CH:14]([O:16][CH2:21][CH2:22][CH3:23])[CH2:15][C:11]=2[C:10]([C:17]#[N:18])=[N:9]1)[C:2]1[CH:3]=[CH:4][CH:5]=[CH:6][CH:7]=1. The catalyst class is: 3. (6) Reactant: [CH2:1]([NH:8][C:9]([NH:11][C:12]1[CH:13]=[N:14][N:15]([CH2:17][C:18]2[C:19]([CH3:24])=[N:20][O:21][C:22]=2[CH3:23])[CH:16]=1)=[O:10])[C:2]1[CH:7]=[CH:6][CH:5]=[CH:4][CH:3]=1.[C:25](=[O:30])=[N:26][C:27](Cl)=[O:28]. Product: [CH2:1]([N:8]1[C:27](=[O:28])[NH:26][C:25](=[O:30])[N:11]([C:12]2[CH:13]=[N:14][N:15]([CH2:17][C:18]3[C:19]([CH3:24])=[N:20][O:21][C:22]=3[CH3:23])[CH:16]=2)[C:9]1=[O:10])[C:2]1[CH:7]=[CH:6][CH:5]=[CH:4][CH:3]=1. The catalyst class is: 1. (7) Reactant: [CH3:1][NH:2][C:3]([NH:5][C@@H:6]1[CH2:10][CH2:9][N:8](C(OC(C)(C)C)=O)[CH2:7]1)=[O:4].Cl.O1CCOCC1. Product: [CH3:1][NH:2][C:3]([NH:5][C@@H:6]1[CH2:10][CH2:9][NH:8][CH2:7]1)=[O:4]. The catalyst class is: 2. (8) Reactant: Cl[C:2]1[N:7]=[C:6]([NH:8][C@H:9]([C:11]2[CH:16]=[CH:15][CH:14]=[CH:13][CH:12]=2)[CH3:10])[CH:5]=[N:4][CH:3]=1.[CH:17]([C:19]1[CH:20]=[C:21](B(O)O)[CH:22]=[CH:23][CH:24]=1)=[O:18].C(=O)([O-])[O-].[Cs+].[Cs+].O. Product: [C:11]1([C@@H:9]([NH:8][C:6]2[N:7]=[C:2]([C:23]3[CH:24]=[C:19]([CH:20]=[CH:21][CH:22]=3)[CH:17]=[O:18])[CH:3]=[N:4][CH:5]=2)[CH3:10])[CH:16]=[CH:15][CH:14]=[CH:13][CH:12]=1. The catalyst class is: 18. (9) Reactant: Cl.[CH3:2][N:3]1[CH2:8][CH2:7][N:6]([C:9]2[N:14]=[CH:13][C:12]([C:15]3[S:16][C:17]4[CH:23]=[C:22]([C:24]([OH:26])=O)[CH:21]=[CH:20][C:18]=4[N:19]=3)=[CH:11][CH:10]=2)[CH2:5][CH2:4]1.S(Cl)([Cl:29])=O. Product: [CH3:2][N:3]1[CH2:8][CH2:7][N:6]([C:9]2[N:14]=[CH:13][C:12]([C:15]3[S:16][C:17]4[CH:23]=[C:22]([C:24]([Cl:29])=[O:26])[CH:21]=[CH:20][C:18]=4[N:19]=3)=[CH:11][CH:10]=2)[CH2:5][CH2:4]1. The catalyst class is: 3.